From a dataset of Full USPTO retrosynthesis dataset with 1.9M reactions from patents (1976-2016). Predict the reactants needed to synthesize the given product. (1) Given the product [S:1]1[CH:5]=[CH:4][CH:3]=[C:2]1[CH2:6][C:7]([N:10]1[CH2:15][CH2:14][O:13][CH2:12][CH2:11]1)=[O:8], predict the reactants needed to synthesize it. The reactants are: [S:1]1[CH:5]=[CH:4][CH:3]=[C:2]1[CH2:6][C:7](Cl)=[O:8].[NH:10]1[CH2:15][CH2:14][O:13][CH2:12][CH2:11]1. (2) Given the product [CH3:27][C:24]1([CH3:26])[C:23]([CH3:28])([CH3:29])[O:22][B:21]([C:8]2[CH:7]=[CH:3][C:2]([C:1]3([C:4]([NH2:6])=[O:5])[CH2:3][CH2:2]3)=[CH:1][CH:4]=2)[O:25]1, predict the reactants needed to synthesize it. The reactants are: [CH:1]1([C:4]([NH2:6])=[O:5])[CH2:3][CH2:2]1.[C:7]([O-])(=O)[CH3:8].[K+].[B:21]1([B:21]2[O:25][C:24]([CH3:27])([CH3:26])[C:23]([CH3:29])([CH3:28])[O:22]2)[O:25][C:24]([CH3:27])([CH3:26])[C:23]([CH3:29])([CH3:28])[O:22]1.